From a dataset of Catalyst prediction with 721,799 reactions and 888 catalyst types from USPTO. Predict which catalyst facilitates the given reaction. (1) Reactant: C(O[C:6](=O)[N:7]([CH2:9][CH2:10][CH2:11][NH:12][C:13]([O:15][CH2:16][CH:17]1[C:29]2[CH:28]=[CH:27][CH:26]=[CH:25][C:24]=2[C:23]2[C:18]1=[CH:19][CH:20]=[CH:21][CH:22]=2)=[O:14])C)(C)(C)C.[ClH:31]. The catalyst class is: 25. Product: [ClH:31].[CH:19]1[C:18]2[CH:17]([CH2:16][O:15][C:13](=[O:14])[NH:12][CH2:11][CH2:10][CH2:9][NH:7][CH3:6])[C:29]3[C:24](=[CH:25][CH:26]=[CH:27][CH:28]=3)[C:23]=2[CH:22]=[CH:21][CH:20]=1. (2) Reactant: [O:1]1[CH2:6][CH2:5][CH2:4][CH2:3][CH:2]1[O:7][CH2:8][C:9]1[N:10]=[C:11]([C:16]2[CH:21]=[CH:20][CH:19]=[C:18]([C:22]([F:25])([F:24])[F:23])[CH:17]=2)[S:12][C:13]=1[CH2:14]O.C(N(S(F)(F)[F:32])CC)C.O. Product: [F:32][CH2:14][C:13]1[S:12][C:11]([C:16]2[CH:21]=[CH:20][CH:19]=[C:18]([C:22]([F:25])([F:24])[F:23])[CH:17]=2)=[N:10][C:9]=1[CH2:8][O:7][CH:2]1[CH2:3][CH2:4][CH2:5][CH2:6][O:1]1. The catalyst class is: 11.